Dataset: Catalyst prediction with 721,799 reactions and 888 catalyst types from USPTO. Task: Predict which catalyst facilitates the given reaction. Reactant: [CH:1]1[C:10]2[CH2:9][CH2:8][C:7]3[CH:11]=[CH:12][CH:13]=[CH:14][C:6]=3[C:5](=O)[C:4]=2[S:3][CH:2]=1.[Cl:16][C:17]1[CH:25]=[C:24]([Cl:26])[CH:23]=[CH:22][C:18]=1[CH2:19][Mg]Cl. Product: [Cl:16][C:17]1[CH:25]=[C:24]([Cl:26])[CH:23]=[CH:22][C:18]=1[CH:19]=[C:5]1[C:6]2[CH:14]=[CH:13][CH:12]=[CH:11][C:7]=2[CH2:8][CH2:9][C:10]2[CH:1]=[CH:2][S:3][C:4]1=2. The catalyst class is: 1.